From a dataset of NCI-60 drug combinations with 297,098 pairs across 59 cell lines. Regression. Given two drug SMILES strings and cell line genomic features, predict the synergy score measuring deviation from expected non-interaction effect. Drug 1: C(=O)(N)NO. Drug 2: CC1=C(N=C(N=C1N)C(CC(=O)N)NCC(C(=O)N)N)C(=O)NC(C(C2=CN=CN2)OC3C(C(C(C(O3)CO)O)O)OC4C(C(C(C(O4)CO)O)OC(=O)N)O)C(=O)NC(C)C(C(C)C(=O)NC(C(C)O)C(=O)NCCC5=NC(=CS5)C6=NC(=CS6)C(=O)NCCC[S+](C)C)O. Cell line: SK-OV-3. Synergy scores: CSS=2.73, Synergy_ZIP=1.68, Synergy_Bliss=3.10, Synergy_Loewe=1.18, Synergy_HSA=1.90.